Dataset: SARS-CoV-2 main protease (3CLPro) crystallographic fragment screen with 879 compounds. Task: Binary Classification. Given a drug SMILES string, predict its activity (active/inactive) in a high-throughput screening assay against a specified biological target. The result is 0 (inactive). The drug is COc1ccc(NC(=O)Nc2ccncc2)cc1.